Dataset: Full USPTO retrosynthesis dataset with 1.9M reactions from patents (1976-2016). Task: Predict the reactants needed to synthesize the given product. (1) Given the product [CH2:38]([O:37][C:14]1[CH:13]=[C:12]([CH:9]2[O:8][CH:7]([CH2:6][N:56]3[CH2:60][CH2:59][CH2:58][CH2:57]3)[CH2:11][O:10]2)[CH:17]=[C:16]([O:18][CH2:19][CH2:20][CH2:21][CH2:22][CH2:23][CH2:24][CH2:25][CH2:26]/[CH:27]=[CH:28]\[CH2:29][CH2:30][CH2:31][CH2:32][CH2:33][CH2:34][CH2:35][CH3:36])[CH:15]=1)[CH2:39][CH2:40][CH2:41][CH2:42][CH2:43][CH2:44][CH2:45]/[CH:46]=[CH:47]\[CH2:48][CH2:49][CH2:50][CH2:51][CH2:52][CH2:53][CH2:54][CH3:55], predict the reactants needed to synthesize it. The reactants are: CS(O[CH2:6][CH:7]1[CH2:11][O:10][CH:9]([C:12]2[CH:17]=[C:16]([O:18][CH2:19][CH2:20][CH2:21][CH2:22][CH2:23][CH2:24][CH2:25][CH2:26]/[CH:27]=[CH:28]\[CH2:29][CH2:30][CH2:31][CH2:32][CH2:33][CH2:34][CH2:35][CH3:36])[CH:15]=[C:14]([O:37][CH2:38][CH2:39][CH2:40][CH2:41][CH2:42][CH2:43][CH2:44][CH2:45]/[CH:46]=[CH:47]\[CH2:48][CH2:49][CH2:50][CH2:51][CH2:52][CH2:53][CH2:54][CH3:55])[CH:13]=2)[O:8]1)(=O)=O.[NH:56]1[CH2:60][CH2:59][CH2:58][CH2:57]1. (2) The reactants are: [H-].[Na+].[Br:3][C:4]1[C:17]([CH3:18])=[CH:16][CH:15]=[CH:14][C:5]=1[C:6]([NH:8][CH2:9][C:10]([CH3:13])([CH3:12])[CH3:11])=[O:7].I[CH3:20]. Given the product [Br:3][C:4]1[C:17]([CH3:18])=[CH:16][CH:15]=[CH:14][C:5]=1[C:6]([N:8]([CH3:20])[CH2:9][C:10]([CH3:12])([CH3:13])[CH3:11])=[O:7], predict the reactants needed to synthesize it. (3) Given the product [Cl:1][C:2]1[CH:7]=[CH:6][C:5]([C:8]2[CH:17]=[C:16]([CH:18]([CH:20]3[CH2:25][CH2:24][CH2:23][CH2:22][NH:21]3)[OH:19])[C:15]3[C:10](=[CH:11][CH:12]=[CH:13][CH:14]=3)[N:9]=2)=[CH:4][CH:3]=1.[CH2:24]1[CH2:25][C@@H:20]([C@@H:18]([OH:19])[C:16]2[C:15]3[C:10](=[CH:11][CH:12]=[CH:13][CH:14]=3)[N:9]=[C:8]([C:5]3[CH:4]=[CH:3][C:2]([Cl:1])=[CH:7][CH:6]=3)[CH:17]=2)[NH:21][CH2:22][CH2:23]1, predict the reactants needed to synthesize it. The reactants are: [Cl:1][C:2]1[CH:7]=[CH:6][C:5]([C:8]2[CH:17]=[C:16]([C:18]([CH:20]3[CH2:25][CH2:24][CH2:23][CH2:22][NH:21]3)=[O:19])[C:15]3[C:10](=[CH:11][CH:12]=[CH:13][CH:14]=3)[N:9]=2)=[CH:4][CH:3]=1.[BH4-].[Na+]. (4) Given the product [CH2:1]([N:3]1[C:7]2=[N:8][C:9]([CH2:48][CH3:49])=[C:10]([CH2:19][NH:20][C:21]([C:23]3[CH:28]=[CH:27][CH:26]=[C:25]([C:29]([NH:31][CH2:32][C:33]4[C:34]([CH3:47])=[C:35]([C:39]5[CH:44]=[CH:43][CH:42]=[C:41]([CH2:45][N:50]6[CH2:56][CH2:55][CH2:54][NH:53][CH2:52][CH2:51]6)[CH:40]=5)[CH:36]=[CH:37][CH:38]=4)=[O:30])[CH:24]=3)=[O:22])[C:11]([NH:12][CH:13]3[CH2:14][CH2:15][O:16][CH2:17][CH2:18]3)=[C:6]2[CH:5]=[N:4]1)[CH3:2], predict the reactants needed to synthesize it. The reactants are: [CH2:1]([N:3]1[C:7]2=[N:8][C:9]([CH2:48][CH3:49])=[C:10]([CH2:19][NH:20][C:21]([C:23]3[CH:28]=[CH:27][CH:26]=[C:25]([C:29]([NH:31][CH2:32][C:33]4[C:34]([CH3:47])=[C:35]([C:39]5[CH:44]=[CH:43][CH:42]=[C:41]([CH:45]=O)[CH:40]=5)[CH:36]=[CH:37][CH:38]=4)=[O:30])[CH:24]=3)=[O:22])[C:11]([NH:12][CH:13]3[CH2:18][CH2:17][O:16][CH2:15][CH2:14]3)=[C:6]2[CH:5]=[N:4]1)[CH3:2].[N:50]1(C(OC(C)(C)C)=O)[CH2:56][CH2:55][CH2:54][NH:53][CH2:52][CH2:51]1.C(O[BH-](OC(=O)C)OC(=O)C)(=O)C.[Na+].CC(O)=O. (5) The reactants are: [I:1][C:2]1[CH:3]=[C:4]([CH:8]=[CH:9][C:10]=1[CH3:11])[C:5]([OH:7])=[O:6].S(=O)(=O)(O)O.[CH3:17]O. Given the product [CH3:17][O:6][C:5](=[O:7])[C:4]1[CH:8]=[CH:9][C:10]([CH3:11])=[C:2]([I:1])[CH:3]=1, predict the reactants needed to synthesize it.